Dataset: Full USPTO retrosynthesis dataset with 1.9M reactions from patents (1976-2016). Task: Predict the reactants needed to synthesize the given product. Given the product [CH:1]1([C:4]2[N:8]=[C:7]([NH:9][C:24]([CH:22]3[C:23]4[CH:10]=[CH:11][CH:12]=[CH:13][C:14]=4[O:15][C:16]4[C:21]3=[CH:20][CH:19]=[CH:18][CH:17]=4)=[O:25])[O:6][N:5]=2)[CH2:3][CH2:2]1, predict the reactants needed to synthesize it. The reactants are: [CH:1]1([C:4]2[N:8]=[C:7]([NH2:9])[O:6][N:5]=2)[CH2:3][CH2:2]1.[CH:10]1[C:23]2[CH:22]([C:24](Cl)=[O:25])[C:21]3[C:16](=[CH:17][CH:18]=[CH:19][CH:20]=3)[O:15][C:14]=2[CH:13]=[CH:12][CH:11]=1.